Predict which catalyst facilitates the given reaction. From a dataset of Catalyst prediction with 721,799 reactions and 888 catalyst types from USPTO. (1) Reactant: [CH2:1]1[O:15][C:14]2[CH:13]=[CH:12][C:5]([CH2:6][C@H:7]3[CH2:10][O:9][C:8]3=[O:11])=[CH:4][C:3]=2[O:2]1.C1(C)C=CC=CC=1.[C:23]([O-:26])(=[S:25])[CH3:24].[K+].S(=O)(=O)(O)O. The catalyst class is: 6. Product: [C:23]([S:25][CH2:10][C@@H:7]([CH2:6][C:5]1[CH:12]=[CH:13][C:14]2[O:15][CH2:1][O:2][C:3]=2[CH:4]=1)[C:8]([OH:9])=[O:11])(=[O:26])[CH3:24]. (2) Reactant: [CH:1]([N:4]1[CH2:9][CH2:8][N:7]([C:10]2[CH:18]=[CH:17][C:16]([N+:19]([O-])=O)=[C:15]3[C:11]=2[CH2:12][N:13]([CH3:23])[C:14]3=[O:22])[CH2:6][CH2:5]1)([CH3:3])[CH3:2].Cl.[OH-].[Na+]. Product: [NH2:19][C:16]1[CH:17]=[CH:18][C:10]([N:7]2[CH2:6][CH2:5][N:4]([CH:1]([CH3:3])[CH3:2])[CH2:9][CH2:8]2)=[C:11]2[C:15]=1[C:14](=[O:22])[N:13]([CH3:23])[CH2:12]2. The catalyst class is: 186.